The task is: Predict the product of the given reaction.. This data is from Forward reaction prediction with 1.9M reactions from USPTO patents (1976-2016). (1) Given the reactants [CH3:1][O:2][C:3]1[CH:8]=[CH:7][C:6]([C:9]2[CH2:10][CH:11]3[CH:15]([CH2:16][C:17]=2[C:18]2[CH:23]=[CH:22][C:21]([O:24][CH3:25])=[CH:20][CH:19]=2)[C:14](=O)[O:13][C:12]3=[O:27])=[CH:5][CH:4]=1.[H-].[H-].[H-].[H-].[Li+].[Al+3], predict the reaction product. The product is: [OH:27][CH2:12][CH:11]1[CH:15]([CH2:14][OH:13])[CH2:16][C:17]([C:18]2[CH:23]=[CH:22][C:21]([O:24][CH3:25])=[CH:20][CH:19]=2)=[C:9]([C:6]2[CH:7]=[CH:8][C:3]([O:2][CH3:1])=[CH:4][CH:5]=2)[CH2:10]1. (2) Given the reactants C[O:2][C:3](=O)[CH:4]([N:11]1[CH2:16][CH2:15][N:14]([C:17]2[CH:22]=[CH:21][C:20]([N+:23]([O-:25])=[O:24])=[CH:19][C:18]=2[F:26])[CH2:13][CH2:12]1)[C:5]1[CH:10]=[CH:9][CH:8]=[CH:7][CH:6]=1.CC[O-].[Na+].O[NH:33][C:34](=[NH:37])[CH2:35][CH3:36], predict the reaction product. The product is: [CH2:35]([C:34]1[N:37]=[C:3]([CH:4]([C:5]2[CH:6]=[CH:7][CH:8]=[CH:9][CH:10]=2)[N:11]2[CH2:12][CH2:13][N:14]([C:17]3[CH:22]=[CH:21][C:20]([N+:23]([O-:25])=[O:24])=[CH:19][C:18]=3[F:26])[CH2:15][CH2:16]2)[O:2][N:33]=1)[CH3:36]. (3) Given the reactants [Br:1][C:2]1[N:6]2[N:7]=[C:8]([C:11]3[CH:16]=[CH:15][N:14]([CH2:17][C@@H:18]([N:23]4C(=O)C5C(=CC=CC=5)C4=O)[CH2:19][CH:20]([CH3:22])[CH3:21])[C:13](=[O:34])[CH:12]=3)[CH:9]=[CH:10][C:5]2=[N:4][CH:3]=1.C1(=O)NC(=O)C2=CC=CC=C12, predict the reaction product. The product is: [NH2:23][C@@H:18]([CH2:19][CH:20]([CH3:22])[CH3:21])[CH2:17][N:14]1[CH:15]=[CH:16][C:11]([C:8]2[CH:9]=[CH:10][C:5]3[N:6]([C:2]([Br:1])=[CH:3][N:4]=3)[N:7]=2)=[CH:12][C:13]1=[O:34]. (4) Given the reactants [F:1][C:2]([C:12]1[CH:17]=[CH:16][C:15](I)=[CH:14][CH:13]=1)([CH3:11])[CH2:3][NH:4][S:5]([CH:8]([CH3:10])[CH3:9])(=[O:7])=[O:6].[NH2:19][C:20]1[CH:21]=[C:22](B(O)O)[CH:23]=[CH:24][CH:25]=1.C(=O)([O-])[O-].[K+].[K+].O, predict the reaction product. The product is: [NH2:19][C:20]1[CH:25]=[C:24]([C:15]2[CH:16]=[CH:17][C:12]([C:2]([F:1])([CH3:11])[CH2:3][NH:4][S:5]([CH:8]([CH3:10])[CH3:9])(=[O:7])=[O:6])=[CH:13][CH:14]=2)[CH:23]=[CH:22][CH:21]=1. (5) Given the reactants [N:1]1([CH2:10][C:11]2[CH:16]=[CH:15][C:14]([C:17]3[O:18][CH:19]=[C:20]([C:22]([O:24]C)=[O:23])[N:21]=3)=[CH:13][CH:12]=2)[C:9]2[C:4](=[CH:5][CH:6]=[CH:7][CH:8]=2)[CH:3]=[CH:2]1.C1COCC1.[OH-].[Na+], predict the reaction product. The product is: [N:1]1([CH2:10][C:11]2[CH:12]=[CH:13][C:14]([C:17]3[O:18][CH:19]=[C:20]([C:22]([OH:24])=[O:23])[N:21]=3)=[CH:15][CH:16]=2)[C:9]2[C:4](=[CH:5][CH:6]=[CH:7][CH:8]=2)[CH:3]=[CH:2]1. (6) Given the reactants C(OCCOC1C=CC([C:15]2[CH:16]=[CH:17][C:18]3[N:25](CC4C=NN(C)C=4)[CH2:24][CH2:23][CH2:22][C:21]([C:33]([OH:35])=O)=[CH:20][C:19]=3[CH:36]=2)=CC=1)CCC.C[N:38](C=O)C.C(Cl)(=O)C(Cl)=O.[CH2:48]([N:51]1[C:55]([CH2:56][S:57]([C:59]2[CH:65]=[CH:64][C:62](N)=[CH:61][CH:60]=2)=[O:58])=[CH:54][N:53]=[CH:52]1)[CH2:49][CH3:50], predict the reaction product. The product is: [CH2:48]([N:51]1[C:55]([CH2:56][S:57]([C:59]2[CH:60]=[CH:61][C:62]([CH:22]3[C:21]([C:33]([NH2:38])=[O:35])=[CH:20][C:19]4[CH:36]=[CH:15][CH:16]=[CH:17][C:18]=4[NH:25][CH2:24][CH2:23]3)=[CH:64][CH:65]=2)=[O:58])=[CH:54][N:53]=[CH:52]1)[CH2:49][CH3:50]. (7) Given the reactants C(C1C=CC(C2C=CC=CC=2)=C(C(C)C)C=1C(C)C)(C)C.[O-]P([O-])([O-])=O.[K+].[K+].[K+].[CH2:30]([C@@H:32]1[C:36]2[NH:37][C:38](B3OC(C)(C)C(C)(C)O3)=[CH:39][C:35]=2[C:34](=[O:49])[NH:33]1)[CH3:31].[C:50]([NH:54][C:55]1[N:64]([CH3:65])[C:63](=[O:66])[C:62]2[C:57](=[C:58](I)[CH:59]=[CH:60][CH:61]=2)[N:56]=1)([CH3:53])([CH3:52])[CH3:51].[OH-].[Na+], predict the reaction product. The product is: [C:50]([NH:54][C:55]1[N:64]([CH3:65])[C:63](=[O:66])[C:62]2[C:57](=[C:58]([C:38]3[NH:37][C:36]4[C@@H:32]([CH2:30][CH3:31])[NH:33][C:34](=[O:49])[C:35]=4[CH:39]=3)[CH:59]=[CH:60][CH:61]=2)[N:56]=1)([CH3:53])([CH3:52])[CH3:51]. (8) Given the reactants [C:1]1([C:7]2[N:12]3[N:13]=[C:14]([NH:16][CH:17]4[CH2:22][CH2:21][CH:20]([C:23](O)=[O:24])[CH2:19][CH2:18]4)[N:15]=[C:11]3[CH:10]=[CH:9][CH:8]=2)[CH:6]=[CH:5][CH:4]=[CH:3][CH:2]=1.C[N:27]1CCOCC1.[Cl-].[NH4+], predict the reaction product. The product is: [C:1]1([C:7]2[N:12]3[N:13]=[C:14]([NH:16][C@@H:17]4[CH2:18][CH2:19][C@H:20]([C:23]([NH2:27])=[O:24])[CH2:21][CH2:22]4)[N:15]=[C:11]3[CH:10]=[CH:9][CH:8]=2)[CH:2]=[CH:3][CH:4]=[CH:5][CH:6]=1. (9) Given the reactants C(OC(=O)[NH:10][C:11]1([CH3:21])[CH2:20][CH2:19][C:14]2([O:18][CH2:17][CH2:16][O:15]2)[CH2:13][CH2:12]1)C1C=CC=CC=1, predict the reaction product. The product is: [CH3:21][C:11]1([NH2:10])[CH2:20][CH2:19][C:14]2([O:15][CH2:16][CH2:17][O:18]2)[CH2:13][CH2:12]1.